Dataset: Full USPTO retrosynthesis dataset with 1.9M reactions from patents (1976-2016). Task: Predict the reactants needed to synthesize the given product. (1) Given the product [NH2:8][C:9]1[N:10]=[CH:11][C:12]([C:15]2[N:23]=[C:22]3[C:18]([N:19]=[CH:20][N:21]3[CH2:24][CH2:25][C:26]([N:42]3[CH2:43][CH2:44][N:39]([S:36]([CH3:35])(=[O:38])=[O:37])[CH2:40][CH2:41]3)=[O:27])=[C:17]([N:29]3[CH2:30][CH2:31][O:32][CH2:33][CH2:34]3)[N:16]=2)=[CH:13][N:14]=1, predict the reactants needed to synthesize it. The reactants are: C(OC([NH:8][C:9]1[N:14]=[CH:13][C:12]([C:15]2[N:23]=[C:22]3[C:18]([N:19]=[CH:20][N:21]3[CH2:24][CH2:25][C:26](O)=[O:27])=[C:17]([N:29]3[CH2:34][CH2:33][O:32][CH2:31][CH2:30]3)[N:16]=2)=[CH:11][N:10]=1)=O)(C)(C)C.[CH3:35][S:36]([N:39]1[CH2:44][CH2:43][NH:42][CH2:41][CH2:40]1)(=[O:38])=[O:37]. (2) Given the product [Si:1]([O:8][C:9]1[CH:10]=[C:11]2[C:16](=[CH:17][CH:18]=1)[N:15]=[C:14]([CH2:19][N:25]1[CH2:30][CH2:29][CH:28]([C:31]([O:33][CH2:34][CH3:35])=[O:32])[CH2:27][CH2:26]1)[CH:13]=[CH:12]2)([C:4]([CH3:7])([CH3:6])[CH3:5])([CH3:2])[CH3:3], predict the reactants needed to synthesize it. The reactants are: [Si:1]([O:8][C:9]1[CH:10]=[C:11]2[C:16](=[CH:17][CH:18]=1)[N:15]=[C:14]([CH:19]=O)[CH:13]=[CH:12]2)([C:4]([CH3:7])([CH3:6])[CH3:5])([CH3:3])[CH3:2].CC(O)=O.[NH:25]1[CH2:30][CH2:29][CH:28]([C:31]([O:33][CH2:34][CH3:35])=[O:32])[CH2:27][CH2:26]1.[BH-](OC(C)=O)(OC(C)=O)OC(C)=O.[Na+].